The task is: Predict the reactants needed to synthesize the given product.. This data is from Full USPTO retrosynthesis dataset with 1.9M reactions from patents (1976-2016). (1) Given the product [F:30][C:31]([F:42])([F:41])[C:32]1[CH:37]=[CH:36][C:35]([O:1][C:2]2[CH:3]=[CH:4][C:5]([CH2:8][CH2:9][CH:10]([CH2:15][CH2:16][CH2:17][C:18]3[CH:19]=[CH:20][CH:21]=[CH:22][CH:23]=3)[C:11]([O:13][CH3:14])=[O:12])=[CH:6][CH:7]=2)=[CH:34][CH:33]=1, predict the reactants needed to synthesize it. The reactants are: [OH:1][C:2]1[CH:7]=[CH:6][C:5]([CH2:8][CH2:9][CH:10]([CH2:15][CH2:16][CH2:17][C:18]2[CH:23]=[CH:22][CH:21]=[CH:20][CH:19]=2)[C:11]([O:13][CH3:14])=[O:12])=[CH:4][CH:3]=1.N1C=CC=CC=1.[F:30][C:31]([F:42])([F:41])[C:32]1[CH:37]=[CH:36][C:35](B(O)O)=[CH:34][CH:33]=1.O. (2) Given the product [CH2:1]([O:3][CH2:4][C:5]1[C:9]([C:10]2[CH:11]=[CH:12][C:13]([CH3:16])=[CH:14][CH:15]=2)=[C:8]2[NH:17][C:27](=[O:28])[CH:26]=[C:25]([C:22]3[CH:23]=[CH:24][C:19]([F:18])=[CH:20][CH:21]=3)[N:7]2[N:6]=1)[CH3:2], predict the reactants needed to synthesize it. The reactants are: [CH2:1]([O:3][CH2:4][C:5]1[C:9]([C:10]2[CH:15]=[CH:14][C:13]([CH3:16])=[CH:12][CH:11]=2)=[C:8]([NH2:17])[NH:7][N:6]=1)[CH3:2].[F:18][C:19]1[CH:24]=[CH:23][C:22]([C:25](=O)[CH2:26][C:27](OCC)=[O:28])=[CH:21][CH:20]=1.